From a dataset of NCI-60 drug combinations with 297,098 pairs across 59 cell lines. Regression. Given two drug SMILES strings and cell line genomic features, predict the synergy score measuring deviation from expected non-interaction effect. (1) Drug 1: CN1C(=O)N2C=NC(=C2N=N1)C(=O)N. Drug 2: CC1=C(C=C(C=C1)NC(=O)C2=CC=C(C=C2)CN3CCN(CC3)C)NC4=NC=CC(=N4)C5=CN=CC=C5. Cell line: T-47D. Synergy scores: CSS=1.99, Synergy_ZIP=2.78, Synergy_Bliss=3.78, Synergy_Loewe=-3.73, Synergy_HSA=-3.78. (2) Drug 1: CC1=C(C=C(C=C1)C(=O)NC2=CC(=CC(=C2)C(F)(F)F)N3C=C(N=C3)C)NC4=NC=CC(=N4)C5=CN=CC=C5. Drug 2: CS(=O)(=O)OCCCCOS(=O)(=O)C. Cell line: OVCAR3. Synergy scores: CSS=-6.75, Synergy_ZIP=0.250, Synergy_Bliss=-6.13, Synergy_Loewe=-6.32, Synergy_HSA=-8.19. (3) Drug 1: CC1CC(C(C(C=C(C(C(C=CC=C(C(=O)NC2=CC(=O)C(=C(C1)C2=O)OC)C)OC)OC(=O)N)C)C)O)OC. Drug 2: CCC1(C2=C(COC1=O)C(=O)N3CC4=CC5=C(C=CC(=C5CN(C)C)O)N=C4C3=C2)O. Cell line: OVCAR3. Synergy scores: CSS=80.4, Synergy_ZIP=7.53, Synergy_Bliss=6.99, Synergy_Loewe=-3.15, Synergy_HSA=10.8. (4) Drug 1: C1=CC(=CC=C1CCC2=CNC3=C2C(=O)NC(=N3)N)C(=O)NC(CCC(=O)O)C(=O)O. Drug 2: CCC1(C2=C(COC1=O)C(=O)N3CC4=CC5=C(C=CC(=C5CN(C)C)O)N=C4C3=C2)O.Cl. Cell line: RXF 393. Synergy scores: CSS=19.2, Synergy_ZIP=-1.30, Synergy_Bliss=0.890, Synergy_Loewe=3.85, Synergy_HSA=4.88. (5) Drug 1: CN(CC1=CN=C2C(=N1)C(=NC(=N2)N)N)C3=CC=C(C=C3)C(=O)NC(CCC(=O)O)C(=O)O. Drug 2: C(CC(=O)O)C(=O)CN.Cl. Cell line: K-562. Synergy scores: CSS=44.5, Synergy_ZIP=4.02, Synergy_Bliss=2.33, Synergy_Loewe=-16.4, Synergy_HSA=2.68. (6) Drug 1: C1CN(CCN1C(=O)CCBr)C(=O)CCBr. Drug 2: CC12CCC3C(C1CCC2OP(=O)(O)O)CCC4=C3C=CC(=C4)OC(=O)N(CCCl)CCCl.[Na+]. Cell line: NCI-H522. Synergy scores: CSS=36.4, Synergy_ZIP=-7.62, Synergy_Bliss=-5.62, Synergy_Loewe=-6.96, Synergy_HSA=-3.10. (7) Drug 1: CCC1=C2CN3C(=CC4=C(C3=O)COC(=O)C4(CC)O)C2=NC5=C1C=C(C=C5)O. Drug 2: C(CC(=O)O)C(=O)CN.Cl. Cell line: EKVX. Synergy scores: CSS=14.7, Synergy_ZIP=-4.97, Synergy_Bliss=0.733, Synergy_Loewe=0.0725, Synergy_HSA=2.43. (8) Drug 1: C1=NC2=C(N1)C(=S)N=CN2. Drug 2: C1=NC2=C(N=C(N=C2N1C3C(C(C(O3)CO)O)F)Cl)N. Cell line: KM12. Synergy scores: CSS=8.55, Synergy_ZIP=0.189, Synergy_Bliss=7.87, Synergy_Loewe=0.491, Synergy_HSA=5.19. (9) Drug 1: CC(C)(C#N)C1=CC(=CC(=C1)CN2C=NC=N2)C(C)(C)C#N. Drug 2: C(CN)CNCCSP(=O)(O)O. Cell line: SK-OV-3. Synergy scores: CSS=-4.50, Synergy_ZIP=2.58, Synergy_Bliss=-3.32, Synergy_Loewe=-3.54, Synergy_HSA=-8.23.